Dataset: Full USPTO retrosynthesis dataset with 1.9M reactions from patents (1976-2016). Task: Predict the reactants needed to synthesize the given product. Given the product [Cl:5][C:6]1[CH:7]=[C:8]([NH:9][C:17]([C:19]2[N:20]=[C:21]([Br:37])[N:22]([CH:33]3[CH2:34][CH2:35][CH2:36]3)[C:23]=2[CH:24]([C:26]2[CH:27]=[CH:28][C:29]([Cl:32])=[CH:30][CH:31]=2)[OH:25])=[O:16])[CH:10]=[CH:11][C:12]=1[F:13], predict the reactants needed to synthesize it. The reactants are: C[Al](C)C.[Cl:5][C:6]1[CH:7]=[C:8]([CH:10]=[CH:11][C:12]=1[F:13])[NH2:9].C([O:16][C:17]([C:19]1[N:20]=[C:21]([Br:37])[N:22]([CH:33]2[CH2:36][CH2:35][CH2:34]2)[C:23]=1[CH:24]([C:26]1[CH:31]=[CH:30][C:29]([Cl:32])=[CH:28][CH:27]=1)[OH:25])=O)C.[C@H](O)(C([O-])=O)[C@@H](O)C([O-])=O.[Na+].[K+].